This data is from Catalyst prediction with 721,799 reactions and 888 catalyst types from USPTO. The task is: Predict which catalyst facilitates the given reaction. (1) Reactant: [NH2:1][CH2:2][C:3]1[CH:9]=[CH:8][C:6]([NH2:7])=[CH:5][C:4]=1[C:10]([F:13])([F:12])[F:11].[CH3:14][C:15]([O:18][C:19](O[C:19]([O:18][C:15]([CH3:17])([CH3:16])[CH3:14])=[O:20])=[O:20])([CH3:17])[CH3:16]. Product: [NH2:7][C:6]1[CH:8]=[CH:9][C:3]([CH2:2][NH:1][C:19](=[O:20])[O:18][C:15]([CH3:17])([CH3:16])[CH3:14])=[C:4]([C:10]([F:11])([F:12])[F:13])[CH:5]=1. The catalyst class is: 1. (2) The catalyst class is: 5. Product: [Cl:1][C:2]1[CH:3]=[CH:4][C:5]2[N:11]3[CH:12]=[CH:13][CH:14]=[C:10]3[CH:9]([CH2:15][C:16]([N:18]3[CH2:23][CH2:22][CH:21]([CH2:24][C:25]([OH:27])=[O:26])[CH2:20][CH2:19]3)=[O:17])[O:8][CH:7]([C:30]3[CH:35]=[CH:34][CH:33]=[C:32]([O:36][CH3:37])[C:31]=3[O:38][CH2:39][CH3:40])[C:6]=2[CH:41]=1. Reactant: [Cl:1][C:2]1[CH:3]=[CH:4][C:5]2[N:11]3[CH:12]=[CH:13][CH:14]=[C:10]3[CH:9]([CH2:15][C:16]([N:18]3[CH2:23][CH2:22][CH:21]([CH2:24][C:25]([O:27]CC)=[O:26])[CH2:20][CH2:19]3)=[O:17])[O:8][CH:7]([C:30]3[CH:35]=[CH:34][CH:33]=[C:32]([O:36][CH3:37])[C:31]=3[O:38][CH2:39][CH3:40])[C:6]=2[CH:41]=1.C(=O)([O-])[O-].[K+].[K+].O. (3) Reactant: [Br:1][C:2]1[CH:9]=[CH:8][C:5]([C:6]#[N:7])=[C:4]([CH2:10]Br)[CH:3]=1.[Cl:12][C:13]1[CH:18]=[CH:17][C:16]([OH:19])=[C:15]([I:20])[CH:14]=1.[H-].[Na+]. Product: [Br:1][C:2]1[CH:9]=[CH:8][C:5]([C:6]#[N:7])=[C:4]([CH2:10][O:19][C:16]2[CH:17]=[CH:18][C:13]([Cl:12])=[CH:14][C:15]=2[I:20])[CH:3]=1. The catalyst class is: 3. (4) Reactant: [CH2:1]([N:8]1[C:12]([CH3:13])=[CH:11][CH:10]=[C:9]1[CH:14]=[O:15])[C:2]1[CH:7]=[CH:6][CH:5]=[CH:4][CH:3]=1.O=P(Cl)(Cl)Cl.C(N1C=CC=C1C)C1C=CC=CC=1.C([O:36][C:37]([C:39]1[NH:49][C:42]2=[N:43][CH:44]=[CH:45][C:46]([O:47][CH3:48])=[C:41]2[CH:40]=1)=O)C. Product: [CH2:1]([N:8]1[C:12]([CH3:13])=[CH:11][CH:10]=[C:9]1[CH:14]=[O:15])[C:2]1[CH:3]=[CH:4][CH:5]=[CH:6][CH:7]=1.[CH3:48][O:47][C:46]1[CH:45]=[CH:44][N:43]=[C:42]2[NH:49][C:39]([CH2:37][OH:36])=[CH:40][C:41]=12. The catalyst class is: 213.